From a dataset of Full USPTO retrosynthesis dataset with 1.9M reactions from patents (1976-2016). Predict the reactants needed to synthesize the given product. (1) Given the product [NH:19]1[C:20]2[C:16](=[CH:15][CH:14]=[C:13]([NH:12][C:6]3[C:5]4[C:10](=[CH:11][C:2]([O:1][CH2:25][CH2:26][CH2:27][N:28]5[CH2:32][CH2:31][CH2:30][CH2:29]5)=[C:3]([O:22][CH3:23])[CH:4]=4)[N:9]=[CH:8][N:7]=3)[CH:21]=2)[CH:17]=[CH:18]1, predict the reactants needed to synthesize it. The reactants are: [OH:1][C:2]1[CH:11]=[C:10]2[C:5]([C:6]([NH:12][C:13]3[CH:21]=[C:20]4[C:16]([CH:17]=[CH:18][NH:19]4)=[CH:15][CH:14]=3)=[N:7][CH:8]=[N:9]2)=[CH:4][C:3]=1[O:22][CH3:23].O[CH2:25][CH2:26][CH2:27][N:28]1[CH2:32][CH2:31][CH2:30][CH2:29]1. (2) Given the product [NH2:7][C:8]1[N:13]2[N:14]=[C:15]([C:17]3[O:18][CH:19]=[CH:20][CH:21]=3)[N:16]=[C:12]2[CH:11]=[C:10]([CH2:22][O:23][C:24]2[CH:29]=[CH:28][CH:27]=[CH:26][C:25]=2[C:30]([OH:33])([CH3:31])[CH3:32])[N:9]=1, predict the reactants needed to synthesize it. The reactants are: COC1C=C(C=CC=1OC)C[NH:7][C:8]1[N:13]2[N:14]=[C:15]([C:17]3[O:18][CH:19]=[CH:20][CH:21]=3)[N:16]=[C:12]2[CH:11]=[C:10]([CH2:22][O:23][C:24]2[CH:29]=[CH:28][CH:27]=[CH:26][C:25]=2[C:30]([OH:33])([CH3:32])[CH3:31])[N:9]=1.O.C(C1C(=O)C(Cl)=C(Cl)C(=O)C=1C#N)#N.C(=O)(O)[O-].[Na+].